This data is from Forward reaction prediction with 1.9M reactions from USPTO patents (1976-2016). The task is: Predict the product of the given reaction. (1) The product is: [CH3:1][O:2][C:3]1[CH:4]=[C:5]([CH2:6][OH:23])[CH:15]=[C:16]([O:20][CH3:21])[C:17]=1[O:18][CH3:19]. Given the reactants [CH3:1][O:2][C:3]1[CH:4]=[C:5]([CH:15]=[C:16]([O:20][CH3:21])[C:17]=1[O:18][CH3:19])/[CH:6]=C\C1C=C(C=CC=1)N.C[O:23]C1C=CC(C=O)=C(OC)C=1OC.[BH4-].[Na+], predict the reaction product. (2) Given the reactants [Cl:1][C:2]1[CH:3]=[C:4]2[C:9](=[CH:10][CH:11]=1)[N:8]=[CH:7][CH:6]=[C:5]2[CH2:12][N:13]1[C:21]([C:22]2[N:26]([CH3:27])[CH:25]=[C:24]([C:28](O)=[O:29])[CH:23]=2)=[C:20]2[C:15]([N:16]([CH2:34][CH:35]3[CH2:37][CH2:36]3)[C:17](=[O:33])[N:18]([CH3:32])[C:19]2=[O:31])=[N:14]1.Cl.[O:39]([NH2:41])[CH3:40].C(P(=O)(OCC)OCC)#N, predict the reaction product. The product is: [Cl:1][C:2]1[CH:3]=[C:4]2[C:9](=[CH:10][CH:11]=1)[N:8]=[CH:7][CH:6]=[C:5]2[CH2:12][N:13]1[C:21]([C:22]2[N:26]([CH3:27])[CH:25]=[C:24]([C:28]([NH:41][O:39][CH3:40])=[O:29])[CH:23]=2)=[C:20]2[C:15]([N:16]([CH2:34][CH:35]3[CH2:36][CH2:37]3)[C:17](=[O:33])[N:18]([CH3:32])[C:19]2=[O:31])=[N:14]1. (3) The product is: [CH3:1][O:2][C:3](=[O:12])[C:4]1[CH:9]=[CH:8][C:7]([N:10]=[C:14]=[O:16])=[C:6]([CH3:11])[CH:5]=1. Given the reactants [CH3:1][O:2][C:3](=[O:12])[C:4]1[CH:9]=[CH:8][C:7]([NH2:10])=[C:6]([CH3:11])[CH:5]=1.Cl[C:14](Cl)([O:16]C(=O)OC(Cl)(Cl)Cl)Cl.CCN(CC)CC, predict the reaction product.